This data is from Tyrosyl-DNA phosphodiesterase HTS with 341,365 compounds. The task is: Binary Classification. Given a drug SMILES string, predict its activity (active/inactive) in a high-throughput screening assay against a specified biological target. (1) The molecule is s1c(nn2c(nnc12)c1cc(OCC)ccc1)c1cc(OC)c(OC)c(OC)c1. The result is 0 (inactive). (2) The drug is O(c1ccc(NC(=O)C)cc1)C(=O)N(C)C. The result is 0 (inactive).